This data is from Forward reaction prediction with 1.9M reactions from USPTO patents (1976-2016). The task is: Predict the product of the given reaction. (1) Given the reactants [Br:1][C:2]1[CH:3]=[CH:4][C:5]([OH:11])=[C:6]([C:8](=[O:10])[CH3:9])[CH:7]=1.C(=O)([O-])[O-].[K+].[K+].[Br:18][CH2:19][CH2:20]Br, predict the reaction product. The product is: [Br:1][C:2]1[CH:3]=[CH:4][C:5]([O:11][CH2:20][CH2:19][Br:18])=[C:6]([C:8](=[O:10])[CH3:9])[CH:7]=1. (2) Given the reactants [F:1][C:2]1[CH:3]=[C:4]([CH:7]=[CH:8][C:9]=1[C:10]1[S:11][C:12]2[C:17]([N:18]=1)=[CH:16][CH:15]=[C:14]([C:19]1([C:22]3[CH:27]=[CH:26][CH:25]=[CH:24][CH:23]=3)[CH2:21][CH2:20]1)[N:13]=2)[CH:5]=O.Cl.[NH:29]1[CH2:32][CH:31]([C:33]([O:35][CH3:36])=[O:34])[CH2:30]1, predict the reaction product. The product is: [F:1][C:2]1[CH:3]=[C:4]([CH2:5][N:29]2[CH2:32][CH:31]([C:33]([O:35][CH3:36])=[O:34])[CH2:30]2)[CH:7]=[CH:8][C:9]=1[C:10]1[S:11][C:12]2[C:17]([N:18]=1)=[CH:16][CH:15]=[C:14]([C:19]1([C:22]3[CH:23]=[CH:24][CH:25]=[CH:26][CH:27]=3)[CH2:20][CH2:21]1)[N:13]=2. (3) The product is: [OH:1][CH:2]([C:4]1[N:8]=[CH:7][N:6]([C:9]2[N:10]=[CH:11][C:12]([O:25][CH3:26])=[C:13]3[C:17]([C:18](=[O:24])[C:19]([OH:21])=[O:20])=[CH:16][NH:15][C:14]=23)[N:5]=1)[CH3:3]. Given the reactants [OH:1][CH:2]([C:4]1[N:8]=[CH:7][N:6]([C:9]2[N:10]=[CH:11][C:12]([O:25][CH3:26])=[C:13]3[C:17]([C:18](=[O:24])[C:19]([O:21]CC)=[O:20])=[CH:16][NH:15][C:14]=23)[N:5]=1)[CH3:3].C([O-])([O-])=O.[K+].[K+].Cl, predict the reaction product. (4) Given the reactants C([O-])(=O)C.[Na+].Cl.[NH2:7][OH:8].[C:9]1([C:15](=O)[CH2:16][C:17]2[CH:21]=[CH:20][S:19][CH:18]=2)[CH:14]=[CH:13][CH:12]=[CH:11][CH:10]=1, predict the reaction product. The product is: [C:9]1([C:15](=[N:7][OH:8])[CH2:16][C:17]2[CH:21]=[CH:20][S:19][CH:18]=2)[CH:14]=[CH:13][CH:12]=[CH:11][CH:10]=1.